From a dataset of Full USPTO retrosynthesis dataset with 1.9M reactions from patents (1976-2016). Predict the reactants needed to synthesize the given product. (1) Given the product [F:1][C:2]1[CH:7]=[CH:6][CH:5]=[CH:4][C:3]=1[C:8]([C:10]1[CH:11]=[CH:12][C:13]([OH:16])=[C:14]([I:17])[CH:15]=1)=[O:9], predict the reactants needed to synthesize it. The reactants are: [F:1][C:2]1[CH:7]=[CH:6][CH:5]=[CH:4][C:3]=1[C:8]([C:10]1[CH:15]=[CH:14][C:13]([OH:16])=[CH:12][CH:11]=1)=[O:9].[I-:17].[K+].II. (2) The reactants are: Cl.Cl.[NH2:3][C:4]1[C:12]([NH2:13])=[CH:11][CH:10]=[CH:9][C:5]=1[C:6]([NH2:8])=[O:7].NC1C(N)=CC([Cl:25])=CC=1C(N)=O.[C@:26]12([C:33](O)=O)[CH2:32][C@H:29]([CH2:30][CH2:31]1)[CH2:28][NH:27]2.C12(C(O)=O)NC(CC1)CC2. Given the product [C:26]12([C:33]3[NH:13][C:12]4[CH:11]=[CH:10][C:9]([Cl:25])=[C:5]([C:6]([NH2:8])=[O:7])[C:4]=4[N:3]=3)[NH:27][CH:28]([CH2:29][CH2:32]1)[CH2:30][CH2:31]2, predict the reactants needed to synthesize it. (3) Given the product [CH:43]1([C:2]2[CH:9]=[C:8]([S:10]([N:13]3[C:22]4[C:17](=[CH:18][C:19]([C:23]5[CH:28]=[CH:27][C:26]([C:29]([F:30])([F:31])[F:32])=[CH:25][CH:24]=5)=[CH:20][CH:21]=4)[CH2:16][C:15]([CH3:33])([CH3:34])[CH2:14]3)(=[O:11])=[O:12])[CH:7]=[CH:6][C:3]=2[C:4]#[N:5])[CH2:38][CH2:37]1, predict the reactants needed to synthesize it. The reactants are: Br[C:2]1[CH:9]=[C:8]([S:10]([N:13]2[C:22]3[C:17](=[CH:18][C:19]([C:23]4[CH:28]=[CH:27][C:26]([C:29]([F:32])([F:31])[F:30])=[CH:25][CH:24]=4)=[CH:20][CH:21]=3)[CH2:16][C:15]([CH3:34])([CH3:33])[CH2:14]2)(=[O:12])=[O:11])[CH:7]=[CH:6][C:3]=1[C:4]#[N:5].BrC1[CH:37]=[C:38]2[C:43](=CC=1)NCC(C)(C)C2.BrC1C=C(S(Cl)(=O)=O)C=CC=1C#N.ClC1C=C(N2C3C(=CC(C4C=CC(C(F)(F)F)=CC=4)=CC=3)C(C)(C)CC2)C=CC=1C1NC(=O)ON=1.P([O-])([O-])([O-])=O.[K+].[K+].[K+].C1(P(C2CCCCC2)C2CCCCC2)CCCCC1.C1(B(O)O)CC1. (4) Given the product [CH3:23][N:13]1[C:12]2[CH:11]=[CH:10][CH:9]=[C:8]([O:7][CH2:6][CH:4]3[CH2:5][O:3]3)[C:20]=2[C:19]2[C:14]1=[CH:15][CH:16]=[CH:17][CH:18]=2, predict the reactants needed to synthesize it. The reactants are: [H-].[Na+].[O:3]1[CH2:5][CH:4]1[CH2:6][O:7][C:8]1[C:20]2[C:19]3[C:14](=[CH:15][CH:16]=[CH:17][CH:18]=3)[NH:13][C:12]=2[CH:11]=[CH:10][CH:9]=1.CI.[C:23](OCC)(=O)C. (5) Given the product [ClH:31].[ClH:31].[NH2:22][CH:19]1[CH2:18][CH2:17][N:16]([CH2:15][C:12]2([F:14])[C:11]3=[C:2]([F:1])[CH:3]=[N:4][C:5]4[CH:6]=[CH:7][C:8](=[O:30])[N:9]([C:10]=43)[CH2:13]2)[CH2:21][CH2:20]1, predict the reactants needed to synthesize it. The reactants are: [F:1][C:2]1[CH:3]=[N:4][C:5]2[CH:6]=[CH:7][C:8](=[O:30])[N:9]3[CH2:13][C:12]([CH2:15][N:16]4[CH2:21][CH2:20][CH:19]([NH:22]C(=O)OC(C)(C)C)[CH2:18][CH2:17]4)([F:14])[C:11]=1[C:10]=23.[ClH:31].O1CCOCC1. (6) The reactants are: [F:1][C:2]1[CH:3]=[C:4]([C@H:9]([CH:14]2[CH2:17][NH:16][CH2:15]2)[C:10](F)([CH3:12])[CH3:11])[CH:5]=[C:6]([F:8])[CH:7]=1.C([O-])([O-])=[O:19].[Cs+].[Cs+].Br[CH:25]([C:34]1[CH:39]=[CH:38][C:37]([Cl:40])=[CH:36][CH:35]=1)[C:26]1[CH:27]=[C:28]([CH:31]=[CH:32][CH:33]=1)[C:29]#[N:30]. Given the product [Cl:40][C:37]1[CH:38]=[CH:39][C:34]([C@H:25]([N:16]2[CH2:17][CH:14]([C@@H:9]([C:4]3[CH:3]=[C:2]([F:1])[CH:7]=[C:6]([F:8])[CH:5]=3)[C:10]([OH:19])([CH3:12])[CH3:11])[CH2:15]2)[C:26]2[CH:27]=[C:28]([CH:31]=[CH:32][CH:33]=2)[C:29]#[N:30])=[CH:35][CH:36]=1, predict the reactants needed to synthesize it. (7) Given the product [CH:13]1([CH2:16][NH:17][C:18]2[S:19][CH:2]=[C:3]([C:5]3[CH:12]=[CH:11][C:8]([C:9]#[N:10])=[CH:7][N:6]=3)[N:20]=2)[CH2:15][CH2:14]1, predict the reactants needed to synthesize it. The reactants are: Br[CH2:2][C:3]([C:5]1[CH:12]=[CH:11][C:8]([C:9]#[N:10])=[CH:7][N:6]=1)=O.[CH:13]1([CH2:16][NH:17][C:18]([NH2:20])=[S:19])[CH2:15][CH2:14]1.C(=O)(O)[O-].[Na+].